From a dataset of Full USPTO retrosynthesis dataset with 1.9M reactions from patents (1976-2016). Predict the reactants needed to synthesize the given product. (1) Given the product [CH2:54]([O:53][C:51]([CH:50]1[CH2:49][CH2:48][N:47]([C:59]2[CH:60]=[CH:61][C:62]([Cl:72])=[C:63]([C:65]3[CH:70]=[CH:69][C:68]([CH3:71])=[CH:67][N:66]=3)[CH:64]=2)[CH2:57][CH2:56]1)=[O:52])[CH3:55], predict the reactants needed to synthesize it. The reactants are: C1C=CC(P(C2C(C3C(P(C4C=CC=CC=4)C4C=CC=CC=4)=CC=C4C=3C=CC=C4)=C3C(C=CC=C3)=CC=2)C2C=CC=CC=2)=CC=1.[NH:47]1[CH2:57][CH2:56][CH:50]([C:51]([O:53][CH2:54][CH3:55])=[O:52])[CH2:49][CH2:48]1.Br[C:59]1[CH:60]=[CH:61][C:62]([Cl:72])=[C:63]([C:65]2[CH:70]=[CH:69][C:68]([CH3:71])=[CH:67][N:66]=2)[CH:64]=1.C([O-])([O-])=O.[Cs+].[Cs+]. (2) Given the product [ClH:1].[F:22][C:16]1[CH:15]=[C:14]([N:5]([C:6](=[O:13])[C:7]2[CH:8]=[CH:9][CH:10]=[CH:11][CH:12]=2)[NH2:4])[CH:19]=[CH:18][C:17]=1[O:20][CH3:21], predict the reactants needed to synthesize it. The reactants are: [ClH:1].C(=[N:4][N:5]([C:14]1[CH:19]=[CH:18][C:17]([O:20][CH3:21])=[C:16]([F:22])[CH:15]=1)[C:6](=[O:13])[C:7]1[CH:12]=[CH:11][CH:10]=[CH:9][CH:8]=1)C.